Dataset: Forward reaction prediction with 1.9M reactions from USPTO patents (1976-2016). Task: Predict the product of the given reaction. (1) Given the reactants [Br:1][C:2]1[CH:10]=[CH:9][C:5]([C:6]([OH:8])=[O:7])=[C:4]([CH3:11])[CH:3]=1.C(OC(O[C:15]([CH3:18])([CH3:17])[CH3:16])=O)(O[C:15]([CH3:18])([CH3:17])[CH3:16])=O, predict the reaction product. The product is: [Br:1][C:2]1[CH:10]=[CH:9][C:5]([C:6]([O:8][C:15]([CH3:18])([CH3:17])[CH3:16])=[O:7])=[C:4]([CH3:11])[CH:3]=1. (2) Given the reactants [C:1]1([C:7]([C:9]2[CH:14]=[CH:13][CH:12]=[CH:11][N:10]=2)=[O:8])[CH:6]=[CH:5][CH:4]=[CH:3][CH:2]=1.[BH4-].[Na+], predict the reaction product. The product is: [C:1]1([CH:7]([C:9]2[CH:14]=[CH:13][CH:12]=[CH:11][N:10]=2)[OH:8])[CH:2]=[CH:3][CH:4]=[CH:5][CH:6]=1.